From a dataset of Forward reaction prediction with 1.9M reactions from USPTO patents (1976-2016). Predict the product of the given reaction. (1) Given the reactants [Cl:1][C:2]1[CH:3]=[C:4]([C:8]2[C:13]([O:14][CH:15]([F:17])[F:16])=[CH:12][CH:11]=[C:10]([CH2:18][C:19]3[CH:20]=[CH:21][C:22]([C:25]#[N:26])=[N:23][CH:24]=3)[CH:9]=2)[CH:5]=[CH:6][CH:7]=1.CO, predict the reaction product. The product is: [Cl:1][C:2]1[CH:3]=[C:4]([C:8]2[C:13]([O:14][CH:15]([F:16])[F:17])=[CH:12][CH:11]=[C:10]([CH2:18][C:19]3[CH:20]=[CH:21][C:22]([CH2:25][NH2:26])=[N:23][CH:24]=3)[CH:9]=2)[CH:5]=[CH:6][CH:7]=1. (2) Given the reactants [BH4-].[Na+].[N+:3]([C:6]1[CH:7]=[C:8]([S:17]([NH2:20])(=[O:19])=[O:18])[CH:9]=[CH:10][C:11]=1[O:12][C:13]([F:16])([F:15])[F:14])([O-])=O.O, predict the reaction product. The product is: [NH2:3][C:6]1[CH:7]=[C:8]([S:17]([NH2:20])(=[O:19])=[O:18])[CH:9]=[CH:10][C:11]=1[O:12][C:13]([F:15])([F:14])[F:16]. (3) Given the reactants [CH2:1]([C:3]1[C:12]2[C:7](=[CH:8][C:9]([O:15][CH3:16])=[C:10]([O:13][CH3:14])[CH:11]=2)[CH:6]=[C:5]([OH:17])[N:4]=1)[CH3:2].Cl.Cl[CH2:20][C:21]1[C:22]([NH:33][CH3:34])=[N:23][C:24]2[C:29]([CH:30]=1)=[CH:28][C:27]([O:31][CH3:32])=[CH:26][CH:25]=2.[Li+].[OH-], predict the reaction product. The product is: [CH2:1]([C:3]1[C:12]2[C:7](=[CH:8][C:9]([O:15][CH3:16])=[C:10]([O:13][CH3:14])[CH:11]=2)[C:6]([CH2:20][C:21]2[C:22]([NH:33][CH3:34])=[N:23][C:24]3[C:29]([CH:30]=2)=[CH:28][C:27]([O:31][CH3:32])=[CH:26][CH:25]=3)=[C:5]([OH:17])[N:4]=1)[CH3:2]. (4) Given the reactants [N:1]([C@H:4]1[CH2:8][O:7][C@@H:6]([CH:9]=[O:10])[C@@H:5]1[O:11][CH2:12][C:13]1[CH:18]=[CH:17][CH:16]=[CH:15][CH:14]=1)=[N+]=[N-].[H-].[Al+3].[Li+].[H-].[H-].[H-], predict the reaction product. The product is: [NH2:1][C@H:4]1[CH2:8][O:7][C@@H:6]([CH2:9][OH:10])[C@@H:5]1[O:11][CH2:12][C:13]1[CH:18]=[CH:17][CH:16]=[CH:15][CH:14]=1. (5) Given the reactants [CH:1]1([CH:4]([NH:7][C:8]2[C:13]([N+:14]([O-])=O)=[C:12]([C:17]3[CH:22]=[CH:21][C:20]([Cl:23])=[CH:19][C:18]=3[Cl:24])[CH:11]=[CH:10][N:9]=2)[CH2:5][CH3:6])[CH2:3][CH2:2]1.[O-]S(S([O-])=O)=O.[Na+].[Na+], predict the reaction product. The product is: [CH:1]1([CH:4]([NH:7][C:8]2[C:13]([NH2:14])=[C:12]([C:17]3[CH:22]=[CH:21][C:20]([Cl:23])=[CH:19][C:18]=3[Cl:24])[CH:11]=[CH:10][N:9]=2)[CH2:5][CH3:6])[CH2:3][CH2:2]1. (6) Given the reactants [NH2:1][C:2]1[CH:7]=[CH:6][CH:5]=[CH:4][C:3]=1[S:8]([CH:11]([CH3:13])[CH3:12])(=[O:10])=[O:9].[H-].[Na+].[Cl:16][C:17]1[N:22]=[C:21](Cl)[C:20]([Cl:24])=[CH:19][N:18]=1, predict the reaction product. The product is: [Cl:16][C:17]1[N:22]=[C:21]([NH:1][C:2]2[CH:7]=[CH:6][CH:5]=[CH:4][C:3]=2[S:8]([CH:11]([CH3:13])[CH3:12])(=[O:10])=[O:9])[C:20]([Cl:24])=[CH:19][N:18]=1. (7) Given the reactants O(CCN(C)C)CCN(C)C.[CH2:12]([Mg]Br)[CH3:13].[Cl:16][C:17]1[CH:18]=[C:19]([CH:23]=[CH:24][C:25]=1[Cl:26])[C:20](Cl)=[O:21], predict the reaction product. The product is: [Cl:16][C:17]1[CH:18]=[C:19]([C:20](=[O:21])[CH2:12][CH3:13])[CH:23]=[CH:24][C:25]=1[Cl:26]. (8) Given the reactants [F:1][C:2]([F:24])([F:23])[O:3][C:4]1[CH:9]=[CH:8][C:7]([N:10]2[CH:14]=[N:13][C:12]([C:15]3[CH:20]=[CH:19][C:18]([CH:21]=[CH2:22])=[CH:17][CH:16]=3)=[N:11]2)=[CH:6][CH:5]=1.C12BC(CCC1)CCC2.[OH-:34].[Na+].OO, predict the reaction product. The product is: [F:24][C:2]([F:1])([F:23])[O:3][C:4]1[CH:9]=[CH:8][C:7]([N:10]2[CH:14]=[N:13][C:12]([C:15]3[CH:20]=[CH:19][C:18]([CH2:21][CH2:22][OH:34])=[CH:17][CH:16]=3)=[N:11]2)=[CH:6][CH:5]=1. (9) Given the reactants [Br:1][C:2]1[S:3][C:4]2[C:10]([OH:11])=[C:9]([C@H:12]([O:18][C:19]([CH3:22])([CH3:21])[CH3:20])[C:13]([O:15][CH2:16][CH3:17])=[O:14])[C:8]([CH3:23])=[CH:7][C:5]=2[N:6]=1.[B-](F)(F)(F)[F:25].[B-](F)(F)(F)F.C1[N+]2(CCl)CC[N+](F)(CC2)C1, predict the reaction product. The product is: [Br:1][C:2]1[S:3][C:4]2[C:10]([OH:11])=[C:9]([C@H:12]([O:18][C:19]([CH3:22])([CH3:21])[CH3:20])[C:13]([O:15][CH2:16][CH3:17])=[O:14])[C:8]([CH3:23])=[C:7]([F:25])[C:5]=2[N:6]=1. (10) Given the reactants [C:1]([C:5]1[O:9][C:8]([C@@H:10]2[C@@H:14]3[O:15][C:16]([CH3:19])([CH3:18])[O:17][C@H:13]3[C@H:12]([N:20]3[CH:28]=[N:27][C:26]4[C:21]3=[N:22][CH:23]=[N:24][C:25]=4[NH:29][C:30]3[CH:35]=[CH:34][C:33]([Cl:36])=[CH:32][C:31]=3[F:37])[O:11]2)=[N:7][N:6]=1)([CH3:4])([CH3:3])[CH3:2].C(C1OC([C@@H]2[C@@H](O)[C@@H](O)[C@H](N3C=NC4C3=NC=NC=4NC3C=CC(Cl)=CC=3F)O2)=NN=1)(C)(C)C.O, predict the reaction product. The product is: [C:1]([C:5]1[O:9][C:8]([C@@H:10]2[C@@H:14]3[O:15][C:16]([CH3:19])([CH3:18])[O:17][C@H:13]3[C@H:12]([N:20]3[CH:28]=[N:27][C:26]4[C:21]3=[N:22][CH:23]=[N:24][C:25]=4[NH:29][C:30]3[CH:35]=[CH:34][C:33]([Cl:36])=[CH:32][C:31]=3[F:37])[O:11]2)=[N:7][N:6]=1)([CH3:2])([CH3:3])[CH3:4].